This data is from Full USPTO retrosynthesis dataset with 1.9M reactions from patents (1976-2016). The task is: Predict the reactants needed to synthesize the given product. (1) Given the product [C:10]([O:9][C:8](=[O:14])[NH:7][CH:4]1[CH2:3][CH2:2][N:1]([C:21](=[O:22])[CH2:20][O:19][C:18]2[CH:17]=[C:16]([Cl:15])[CH:26]=[C:25]([Cl:27])[CH:24]=2)[CH2:6][CH2:5]1)([CH3:11])([CH3:13])[CH3:12], predict the reactants needed to synthesize it. The reactants are: [NH:1]1[CH2:6][CH2:5][CH:4]([NH:7][C:8](=[O:14])[O:9][C:10]([CH3:13])([CH3:12])[CH3:11])[CH2:3][CH2:2]1.[Cl:15][C:16]1[CH:17]=[C:18]([CH:24]=[C:25]([Cl:27])[CH:26]=1)[O:19][CH2:20][C:21](O)=[O:22].CN1CCOCC1.CCN=C=NCCCN(C)C.Cl. (2) Given the product [CH2:15]([N:4]1[CH2:3][CH2:2][N:1]([C:7]2[CH:8]=[CH:9][C:10]([OH:13])=[CH:11][CH:12]=2)[CH2:6][CH2:5]1)[C:16]1[CH:21]=[CH:20][CH:19]=[CH:18][CH:17]=1, predict the reactants needed to synthesize it. The reactants are: [N:1]1([C:7]2[CH:12]=[CH:11][C:10]([OH:13])=[CH:9][CH:8]=2)[CH2:6][CH2:5][NH:4][CH2:3][CH2:2]1.Br[CH2:15][C:16]1[CH:21]=[CH:20][CH:19]=[CH:18][CH:17]=1.O.C([O-])(O)=O.[Na+]. (3) Given the product [NH2:1][C:4]1[CH:5]=[N:6][CH:7]=[CH:8][C:9]=1[CH2:10][CH2:11][OH:12], predict the reactants needed to synthesize it. The reactants are: [N+:1]([C:4]1[CH:5]=[N:6][CH:7]=[CH:8][C:9]=1[CH2:10][CH2:11][OH:12])([O-])=O.[H][H].